From a dataset of Forward reaction prediction with 1.9M reactions from USPTO patents (1976-2016). Predict the product of the given reaction. (1) The product is: [C:14]([C:18]1[CH:23]=[CH:22][C:21]([S:24]([NH:27][C:28]2[CH:33]=[C:32]([F:34])[C:31]([Cl:35])=[CH:30][C:29]=2[C:36]([NH:38][NH:39][C:5](=[O:7])[CH2:4][CH2:3][S:2][CH3:1])=[O:37])(=[O:25])=[O:26])=[CH:20][CH:19]=1)([CH3:17])([CH3:15])[CH3:16]. Given the reactants [CH3:1][S:2][CH2:3][CH2:4][C:5]([OH:7])=O.C(Cl)(=O)C(Cl)=O.[C:14]([C:18]1[CH:23]=[CH:22][C:21]([S:24]([NH:27][C:28]2[CH:33]=[C:32]([F:34])[C:31]([Cl:35])=[CH:30][C:29]=2[C:36]([NH:38][NH2:39])=[O:37])(=[O:26])=[O:25])=[CH:20][CH:19]=1)([CH3:17])([CH3:16])[CH3:15].CCN(CC)CC, predict the reaction product. (2) Given the reactants [NH2:1][C:2]1[N:7]2[CH:8]=[C:9]([CH2:11][CH3:12])[N:10]=[C:6]2[C:5]([C:13]([NH:15][CH2:16][CH:17]2[CH2:22][CH2:21][NH:20][CH2:19][CH2:18]2)=[O:14])=[CH:4][C:3]=1[Cl:23].C(N(CC)CC)C.Br[CH2:32][C:33](=[O:38])[C:34]([OH:37])([CH3:36])[CH3:35].C(=O)([O-])[O-].[K+].[K+], predict the reaction product. The product is: [NH2:1][C:2]1[N:7]2[CH:8]=[C:9]([CH2:11][CH3:12])[N:10]=[C:6]2[C:5]([C:13]([NH:15][CH2:16][CH:17]2[CH2:22][CH2:21][N:20]([CH2:32][C:33](=[O:38])[C:34]([OH:37])([CH3:36])[CH3:35])[CH2:19][CH2:18]2)=[O:14])=[CH:4][C:3]=1[Cl:23]. (3) Given the reactants [NH2:1][CH2:2][CH2:3][C:4]1[CH:9]=[CH:8][CH:7]=[CH:6][C:5]=1[C:10]1[CH:15]=[CH:14][C:13]([C@@H:16]2[C@@:21]([OH:36])([C:22]3[CH:27]=[CH:26][C:25]([CH2:28][O:29][CH2:30][C@@H:31]([CH3:35])[CH2:32][O:33][CH3:34])=[CH:24][CH:23]=3)[CH2:20][CH2:19][N:18]([C:37]([O:39][C:40]([CH3:43])([CH3:42])[CH3:41])=[O:38])[CH2:17]2)=[C:12]([CH3:44])[CH:11]=1.CCN(CC)CC.[N:52]([Si](C)(C)C)=[C:53]=[O:54], predict the reaction product. The product is: [C:53]([NH:1][CH2:2][CH2:3][C:4]1[CH:9]=[CH:8][CH:7]=[CH:6][C:5]=1[C:10]1[CH:15]=[CH:14][C:13]([C@@H:16]2[C@@:21]([OH:36])([C:22]3[CH:23]=[CH:24][C:25]([CH2:28][O:29][CH2:30][C@@H:31]([CH3:35])[CH2:32][O:33][CH3:34])=[CH:26][CH:27]=3)[CH2:20][CH2:19][N:18]([C:37]([O:39][C:40]([CH3:43])([CH3:42])[CH3:41])=[O:38])[CH2:17]2)=[C:12]([CH3:44])[CH:11]=1)(=[O:54])[NH2:52]. (4) Given the reactants [F:1][C:2]1[CH:7]=[CH:6][C:5]([C:8]2([C:18]3[CH:23]=[CH:22][C:21]([F:24])=[CH:20][CH:19]=3)[CH2:12][CH2:11][N:10]([CH2:13][C:14]([OH:16])=O)[C:9]2=[O:17])=[CH:4][CH:3]=1.[N:25]1(C(OC(C)(C)C)=O)[CH2:30][CH2:29][CH2:28][C@H:27]2[CH2:31][NH:32][CH2:33][C@@H:26]12.F[P-](F)(F)(F)(F)F.N1(OC(N(C)C)=[N+](C)C)C2N=CC=CC=2N=N1.C(N(C(C)C)CC)(C)C, predict the reaction product. The product is: [F:24][C:21]1[CH:22]=[CH:23][C:18]([C:8]2([C:5]3[CH:4]=[CH:3][C:2]([F:1])=[CH:7][CH:6]=3)[CH2:12][CH2:11][N:10]([CH2:13][C:14](=[O:16])[N:32]3[CH2:31][C@H:27]4[C@H:26]([NH:25][CH2:30][CH2:29][CH2:28]4)[CH2:33]3)[C:9]2=[O:17])=[CH:19][CH:20]=1. (5) Given the reactants [NH2:1][N:2]1[N:11]=[C:10]([C:12]2[CH:17]=[CH:16][C:15]([Cl:18])=[CH:14][CH:13]=2)[C:9]2[C:4](=[CH:5][CH:6]=[CH:7][CH:8]=2)[C:3]1=[O:19].[CH3:20][S:21]([C:24]1[CH:29]=[CH:28][C:27]([CH2:30][C:31](O)=[O:32])=[CH:26][CH:25]=1)(=[O:23])=[O:22], predict the reaction product. The product is: [Cl:18][C:15]1[CH:16]=[CH:17][C:12]([C:10]2[C:9]3[C:4](=[CH:5][CH:6]=[CH:7][CH:8]=3)[C:3](=[O:19])[N:2]([NH:1][C:31](=[O:32])[CH2:30][C:27]3[CH:26]=[CH:25][C:24]([S:21]([CH3:20])(=[O:22])=[O:23])=[CH:29][CH:28]=3)[N:11]=2)=[CH:13][CH:14]=1. (6) Given the reactants Cl[CH2:2][CH2:3][NH:4][C@:5]12[CH2:49][CH2:48][C@@H:47]([C:50]([CH3:52])=[CH2:51])[C@@H:6]1[C@@H:7]1[C@@:20]([CH3:23])([CH2:21][CH2:22]2)[C@@:19]2([CH3:24])[C@@H:10]([C@:11]3([CH3:46])[C@@H:16]([CH2:17][CH2:18]2)[C:15]([CH3:26])([CH3:25])[C:14]([C:27]2[CH2:45][C:29]4([CH2:32][C:31]([C:39]([O:41][CH:42]([CH3:44])[CH3:43])=[O:40])([C:33]([O:35][CH:36]([CH3:38])[CH3:37])=[O:34])[CH2:30]4)[CH:28]=2)=[CH:13][CH2:12]3)[CH2:9][CH2:8]1.B(F)(F)F.CCOCC.[NH:62]1[CH2:67][CH2:66][O:65][CH2:64][CH2:63]1, predict the reaction product. The product is: [CH3:23][C@:20]12[C@@:19]3([CH3:24])[C@@H:10]([C@:11]4([CH3:46])[C@@H:16]([CH2:17][CH2:18]3)[C:15]([CH3:26])([CH3:25])[C:14]([C:27]3[CH2:45][C:29]5([CH2:30][C:31]([C:33]([O:35][CH:36]([CH3:38])[CH3:37])=[O:34])([C:39]([O:41][CH:42]([CH3:44])[CH3:43])=[O:40])[CH2:32]5)[CH:28]=3)=[CH:13][CH2:12]4)[CH2:9][CH2:8][C@@H:7]1[C@H:6]1[C@H:47]([C:50]([CH3:52])=[CH2:51])[CH2:48][CH2:49][C@:5]1([NH:4][CH2:3][CH2:2][N:62]1[CH2:67][CH2:66][O:65][CH2:64][CH2:63]1)[CH2:22][CH2:21]2. (7) Given the reactants [CH:1]([Si:4]([CH:13]([CH3:15])[CH3:14])([CH:10]([CH3:12])[CH3:11])[N:5]1[CH:9]=[CH:8][CH:7]=[CH:6]1)([CH3:3])[CH3:2].[Cl:16]N1C(=O)CCC1=O, predict the reaction product. The product is: [Cl:16][C:7]1[CH:8]=[CH:9][N:5]([Si:4]([CH:1]([CH3:3])[CH3:2])([CH:10]([CH3:12])[CH3:11])[CH:13]([CH3:15])[CH3:14])[CH:6]=1.